Dataset: Forward reaction prediction with 1.9M reactions from USPTO patents (1976-2016). Task: Predict the product of the given reaction. (1) Given the reactants Br[C:2]1[N:7]=[CH:6][C:5]([C:8]([N:10]2[CH2:15][CH2:14][N:13]([C:16]3[C:21]([CH3:22])=[CH:20][C:19]([CH3:23])=[CH:18][N:17]=3)[CH2:12][CH2:11]2)=[O:9])=[C:4]([CH3:24])[CH:3]=1.[C:25]([N:28]1[CH2:32][CH2:31][NH:30][C:29]1=[O:33])(=[O:27])[CH3:26], predict the reaction product. The product is: [C:25]([N:28]1[CH2:32][CH2:31][N:30]([C:2]2[CH:3]=[C:4]([CH3:24])[C:5]([C:8]([N:10]3[CH2:15][CH2:14][N:13]([C:16]4[C:21]([CH3:22])=[CH:20][C:19]([CH3:23])=[CH:18][N:17]=4)[CH2:12][CH2:11]3)=[O:9])=[CH:6][N:7]=2)[C:29]1=[O:33])(=[O:27])[CH3:26]. (2) Given the reactants [CH3:1][C:2]1[S:3][CH:4]=[C:5]([C:7]2[C:16]3[C:11](=[CH:12][C:13]([C:17](O)=[O:18])=[CH:14][CH:15]=3)[O:10][C:9](=[O:20])[CH:8]=2)[N:6]=1.C1COCC1.C(OC(Cl)=O)C(C)C.[BH4-].[Na+].O, predict the reaction product. The product is: [OH:18][CH2:17][C:13]1[CH:12]=[C:11]2[C:16]([C:7]([C:5]3[N:6]=[C:2]([CH3:1])[S:3][CH:4]=3)=[CH:8][C:9](=[O:20])[O:10]2)=[CH:15][CH:14]=1.